Dataset: Reaction yield outcomes from USPTO patents with 853,638 reactions. Task: Predict the reaction yield, written as a fraction of the theoretical maximum amount of product (1.0 means a 100% yield; for example, 0.34 means a 34% yield). (1) The reactants are [NH2:1][CH2:2][CH2:3][N:4]1[C:8]2[CH:9]=[CH:10][CH:11]=[CH:12][C:7]=2[N:6]([CH2:13][C:14]2[C:15]3[C:22]([CH3:23])=[CH:21][CH:20]=[CH:19][C:16]=3[S:17][CH:18]=2)[C:5]1=[O:24].C(N(CC)CC)C.[C:32]1([S:38]([N:41]=[C:42]=[O:43])(=[O:40])=[O:39])[CH:37]=[CH:36][CH:35]=[CH:34][CH:33]=1.Cl. The catalyst is O.C(Cl)Cl. The product is [CH3:23][C:22]1[C:15]2[C:14]([CH2:13][N:6]3[C:7]4[CH:12]=[CH:11][CH:10]=[CH:9][C:8]=4[N:4]([CH2:3][CH2:2][NH:1][C:42]([NH:41][S:38]([C:32]4[CH:33]=[CH:34][CH:35]=[CH:36][CH:37]=4)(=[O:40])=[O:39])=[O:43])[C:5]3=[O:24])=[CH:18][S:17][C:16]=2[CH:19]=[CH:20][CH:21]=1. The yield is 0.760. (2) The reactants are [Li]CCCC.CCCCCC.Br[C:13]1[CH:18]=[CH:17][C:16]([F:19])=[CH:15][CH:14]=1.[CH:20]12[O:25][CH:24]1[CH2:23][O:22][CH2:21]2.B(F)(F)F.[OH-].[Na+]. The catalyst is C1COCC1.CCCCCC.O. The product is [F:19][C:16]1[CH:17]=[CH:18][C:13]([C@H:24]2[CH2:23][O:22][CH2:21][C@@H:20]2[OH:25])=[CH:14][CH:15]=1. The yield is 0.397. (3) The reactants are [F:1][C:2]1[CH:7]=[CH:6][C:5]([C:8]2[O:9][C:10]3[CH:20]=[CH:19][C:18]([O:21][CH:22]([CH2:27][CH2:28][Se]C4C=CC=CC=4)[C:23]([O:25][CH3:26])=[O:24])=[CH:17][C:11]=3[C:12]=2[C:13]([NH:15][CH3:16])=[O:14])=[CH:4][CH:3]=1.OO. The catalyst is C1COCC1. The product is [F:1][C:2]1[CH:3]=[CH:4][C:5]([C:8]2[O:9][C:10]3[CH:20]=[CH:19][C:18]([O:21][CH:22]([CH:27]=[CH2:28])[C:23]([O:25][CH3:26])=[O:24])=[CH:17][C:11]=3[C:12]=2[C:13]([NH:15][CH3:16])=[O:14])=[CH:6][CH:7]=1. The yield is 0.830. (4) The reactants are [Cl:1][C:2]1[CH:17]=[C:16]([CH:18]2OCC[O:19]2)[CH:15]=[CH:14][C:3]=1[O:4][C:5]1[CH:6]=[CH:7][C:8]([C:11]([NH2:13])=[O:12])=[N:9][CH:10]=1. The catalyst is C(O)=O. The product is [Cl:1][C:2]1[CH:17]=[C:16]([CH:18]=[O:19])[CH:15]=[CH:14][C:3]=1[O:4][C:5]1[CH:6]=[CH:7][C:8]([C:11]([NH2:13])=[O:12])=[N:9][CH:10]=1. The yield is 0.855.